From a dataset of Full USPTO retrosynthesis dataset with 1.9M reactions from patents (1976-2016). Predict the reactants needed to synthesize the given product. (1) Given the product [Br:7][C:6]1[C:2]([C:38]#[C:37][Si:34]([CH3:36])([CH3:35])[CH3:33])=[CH:3][Se:4][CH:5]=1, predict the reactants needed to synthesize it. The reactants are: Br[C:2]1[C:6]([Br:7])=[CH:5][Se:4][CH:3]=1.C1(P(C2C=CC=CC=2)C2C=CC=CC=2)C=CC=CC=1.[I-].C(NCC)C.[CH3:33][Si:34]([C:37]#[CH:38])([CH3:36])[CH3:35]. (2) Given the product [F:1][C:2]1[CH:7]=[CH:6][C:5]([F:8])=[CH:4][C:3]=1[CH:9]([S:20]([C:23]1[CH:28]=[CH:27][C:26]([F:29])=[CH:25][CH:24]=1)(=[O:22])=[O:21])[C:10]1[C:11]([CH3:19])=[CH:12][C:13]([C:16]([NH:31][C@H:32]2[CH2:37][CH2:36][C@H:35]([OH:38])[CH2:34][CH2:33]2)=[O:17])=[N:14][CH:15]=1, predict the reactants needed to synthesize it. The reactants are: [F:1][C:2]1[CH:7]=[CH:6][C:5]([F:8])=[CH:4][C:3]=1[CH:9]([S:20]([C:23]1[CH:28]=[CH:27][C:26]([F:29])=[CH:25][CH:24]=1)(=[O:22])=[O:21])[C:10]1[C:11]([CH3:19])=[CH:12][C:13]([C:16](O)=[O:17])=[N:14][CH:15]=1.Cl.[NH2:31][C@H:32]1[CH2:37][CH2:36][C@H:35]([OH:38])[CH2:34][CH2:33]1.ON1C2C=CC=CC=2N=N1.Cl.C(N=C=NCCCN(C)C)C.CN1CCOCC1. (3) Given the product [CH2:26]([CH:23]1[CH2:24][CH2:25][N:20]([S:17]([CH:8]([CH2:9][CH2:10][C:11]2[CH:16]=[CH:15][CH:14]=[CH:13][CH:12]=2)[CH2:7][C:6]([OH:33])=[O:5])(=[O:19])=[O:18])[CH2:21][CH2:22]1)[C:27]1[CH:32]=[CH:31][CH:30]=[CH:29][CH:28]=1, predict the reactants needed to synthesize it. The reactants are: C([O:5][C:6](=[O:33])[CH2:7][CH:8]([S:17]([N:20]1[CH2:25][CH2:24][CH:23]([CH2:26][C:27]2[CH:32]=[CH:31][CH:30]=[CH:29][CH:28]=2)[CH2:22][CH2:21]1)(=[O:19])=[O:18])[CH2:9][CH2:10][C:11]1[CH:16]=[CH:15][CH:14]=[CH:13][CH:12]=1)(C)(C)C.C(O)(C(F)(F)F)=O. (4) Given the product [O:32]1[CH2:37][CH2:36][CH:35]([O:1][N:2]2[C:3](=[O:12])[C:4]3[C:5](=[CH:8][CH:9]=[CH:10][CH:11]=3)[C:6]2=[O:7])[CH2:34][CH2:33]1, predict the reactants needed to synthesize it. The reactants are: [OH:1][N:2]1[C:6](=[O:7])[C:5]2=[CH:8][CH:9]=[CH:10][CH:11]=[C:4]2[C:3]1=[O:12].C1(P(C2C=CC=CC=2)C2C=CC=CC=2)C=CC=CC=1.[O:32]1[CH2:37][CH2:36][CH:35](O)[CH2:34][CH2:33]1.N(C(OC(C)(C)C)=O)=NC(OC(C)(C)C)=O.